From a dataset of Forward reaction prediction with 1.9M reactions from USPTO patents (1976-2016). Predict the product of the given reaction. (1) Given the reactants [CH2:1]([S:3][C:4]1[NH:5][C:6](=[O:15])[C:7]([C:12]([NH2:14])=[O:13])=[C:8]([S:10][CH3:11])[N:9]=1)[CH3:2].Br[CH2:17][CH2:18][O:19][CH2:20][O:21][CH3:22].CCN(C(C)C)C(C)C, predict the reaction product. The product is: [CH2:1]([S:3][C:4]1[N:5]=[C:6]([O:15][CH2:17][CH2:18][O:19][CH2:20][O:21][CH3:22])[C:7]([C:12]([NH2:14])=[O:13])=[C:8]([S:10][CH3:11])[N:9]=1)[CH3:2]. (2) Given the reactants [Cl:1][C:2]1[S:3][C:4]([C:22]([N:24]([C:28]2[CH:33]=[CH:32][CH:31]=[C:30]([C:34]#[N:35])[C:29]=2[Cl:36])[CH:25]2[CH2:27][CH2:26]2)=[O:23])=[CH:5][C:6]=1[N:7]1[C:12](=[O:13])[C:11]2=[C:14]([C:17]([O:19]C)=[O:18])[S:15][CH:16]=[C:10]2[NH:9][C:8]1=[O:21].C1COCC1.[OH-].[Na+].O, predict the reaction product. The product is: [Cl:1][C:2]1[S:3][C:4]([C:22]([N:24]([C:28]2[CH:33]=[CH:32][CH:31]=[C:30]([C:34]#[N:35])[C:29]=2[Cl:36])[CH:25]2[CH2:26][CH2:27]2)=[O:23])=[CH:5][C:6]=1[N:7]1[C:12](=[O:13])[C:11]2=[C:14]([C:17]([OH:19])=[O:18])[S:15][CH:16]=[C:10]2[NH:9][C:8]1=[O:21].